Dataset: Reaction yield outcomes from USPTO patents with 853,638 reactions. Task: Predict the reaction yield, written as a fraction of the theoretical maximum amount of product (1.0 means a 100% yield; for example, 0.34 means a 34% yield). The reactants are [CH2:1]([C:3]([NH2:12])([CH2:10][CH3:11])[CH2:4][NH:5][C:6]([CH3:9])([CH3:8])[CH3:7])[CH3:2].[CH3:13][C:14]([CH3:16])=O.[OH-:17].[Na+].[CH:19](Cl)(Cl)Cl. No catalyst specified. The product is [C:6]([N:5]1[CH2:4][C:3]([CH2:10][CH3:11])([CH2:1][CH3:2])[NH:12][C:14]([CH3:16])([CH3:19])[C:13]1=[O:17])([CH3:7])([CH3:9])[CH3:8]. The yield is 0.770.